The task is: Predict which catalyst facilitates the given reaction.. This data is from Catalyst prediction with 721,799 reactions and 888 catalyst types from USPTO. (1) Reactant: [CH3:1][O:2][C:3](=[O:38])[CH2:4][CH2:5][CH2:6][CH2:7][CH2:8][CH2:9][CH2:10][CH2:11][NH:12][C:13]1[CH:18]=[CH:17][CH:16]=[CH:15][C:14]=1[S:19](=[O:37])(=[O:36])[NH:20][C:21]([C@@:23]1([NH:28]C(OC(C)(C)C)=O)[CH2:25][C@H:24]1[CH:26]=[CH2:27])=[O:22].Cl. Product: [CH3:1][O:2][C:3](=[O:38])[CH2:4][CH2:5][CH2:6][CH2:7][CH2:8][CH2:9][CH2:10][CH2:11][NH:12][C:13]1[CH:18]=[CH:17][CH:16]=[CH:15][C:14]=1[S:19](=[O:37])(=[O:36])[NH:20][C:21]([C@@:23]1([NH2:28])[CH2:25][C@H:24]1[CH:26]=[CH2:27])=[O:22]. The catalyst class is: 12. (2) Reactant: [C:1]([OH:4])(=O)[CH3:2].OC[C:7]1[NH:8][C:9]([CH3:12])=[CH:10][N:11]=1.[CH3:13][N:14]1[C:22]2[CH:21]=[CH:20][CH:19]=[CH:18][C:17]=2[C:16]2[C:23](=O)[NH:24][CH2:25]C[C:15]1=2.FC(F)(F)C(O)=O. Product: [CH3:12][C:9]1[NH:8][CH:7]=[N:11][C:10]=1[CH2:25][N:24]1[C:1](=[O:4])[C:2]2[C:21]3[CH:20]=[CH:19][CH:18]=[CH:17][C:22]=3[N:14]([CH3:13])[C:15]=2[CH2:16][CH2:23]1. The catalyst class is: 9. (3) Reactant: [Cl:1][C:2]1[CH:7]=[CH:6][C:5]([CH:8]2[CH2:10][CH:9]2[C:11]([OH:13])=O)=[CH:4][CH:3]=1.C(Cl)(=O)C(Cl)=O.N1C=CC=CC=1.[NH2:26][N:27]1[C:36](=[O:37])[C:35]2[C:30](=[CH:31][C:32]([F:38])=[CH:33][CH:34]=2)[N:29]=[C:28]1[N:39]1[CH2:43]CC[CH2:40]1. Product: [CH3:40][N:39]([CH3:43])[C:28]1[N:27]([NH:26][C:11]([C@@H:9]2[CH2:10][C@@H:8]2[C:5]2[CH:4]=[CH:3][C:2]([Cl:1])=[CH:7][CH:6]=2)=[O:13])[C:36](=[O:37])[C:35]2[C:30](=[CH:31][C:32]([F:38])=[CH:33][CH:34]=2)[N:29]=1. The catalyst class is: 59. (4) Reactant: [F:1][C:2]([F:15])([F:14])[S:3]([O:6]S(C(F)(F)F)(=O)=O)(=[O:5])=[O:4].O[C:17]1[C:18]([C:27]([O:29][CH3:30])=[O:28])=[CH:19][C:20]2[C:25]([CH:26]=1)=[CH:24][CH:23]=[CH:22][CH:21]=2.C(N(CC)CC)C.O. Product: [F:1][C:2]([F:15])([F:14])[S:3]([O:6][C:17]1[C:18]([C:27]([O:29][CH3:30])=[O:28])=[CH:19][C:20]2[C:25]([CH:26]=1)=[CH:24][CH:23]=[CH:22][CH:21]=2)(=[O:5])=[O:4]. The catalyst class is: 4. (5) Reactant: [F:1][C:2]1[C:7]([F:8])=[C:6]([O:9][CH3:10])[C:5]([F:11])=[C:4]([F:12])[C:3]=1[N+:13]([O-])=O.[Sn].Cl.[OH-].[Na+]. Product: [F:1][C:2]1[C:7]([F:8])=[C:6]([O:9][CH3:10])[C:5]([F:11])=[C:4]([F:12])[C:3]=1[NH2:13]. The catalyst class is: 40. (6) Reactant: [Cl:1][CH2:2][CH2:3][CH2:4][S:5]([O:8][CH2:9][C:10]([CH3:20])([CH3:19])[C@@H:11]([O:15][C:16](=[O:18])[CH3:17])[C:12]([OH:14])=[O:13])(=[O:7])=[O:6].C(Cl)(=O)C(Cl)=O.CN(C)C=O.[N:32]1[CH:37]=[CH:36][CH:35]=[C:34]([CH2:38]O)[CH:33]=1. Product: [Cl:1][CH2:2][CH2:3][CH2:4][S:5]([O:8][CH2:9][C:10]([CH3:20])([CH3:19])[C@@H:11]([O:15][C:16](=[O:18])[CH3:17])[C:12]([O:14][CH2:38][C:34]1[CH:33]=[N:32][CH:37]=[CH:36][CH:35]=1)=[O:13])(=[O:6])=[O:7]. The catalyst class is: 4. (7) Reactant: [C:1]1([C:7]2[NH:8][C:9]([C:18]3[CH:23]=[CH:22][N:21]=[C:20](N)[CH:19]=3)=[C:10]([C:12]3[CH:17]=[CH:16][N:15]=[CH:14][CH:13]=3)[N:11]=2)[CH:6]=[CH:5][CH:4]=[CH:3][CH:2]=1.N([O-])=[O:26].[Na+].C([O-])(O)=O.[Na+]. Product: [C:1]1([C:7]2[NH:8][C:9]([C:18]3[CH:23]=[CH:22][NH:21][C:20](=[O:26])[CH:19]=3)=[C:10]([C:12]3[CH:17]=[CH:16][N:15]=[CH:14][CH:13]=3)[N:11]=2)[CH:6]=[CH:5][CH:4]=[CH:3][CH:2]=1. The catalyst class is: 6.